From a dataset of Forward reaction prediction with 1.9M reactions from USPTO patents (1976-2016). Predict the product of the given reaction. (1) Given the reactants N#N.[NH:3]1[C:7]2[CH:8]=[CH:9][CH:10]=[CH:11][C:6]=2[N:5]=[C:4]1[C@@H:12]([NH2:22])[CH2:13][C:14]1[CH:19]=[CH:18][C:17]([O:20][CH3:21])=[CH:16][CH:15]=1.[C:23](N1C=CN=C1)(N1C=CN=C1)=[O:24].O, predict the reaction product. The product is: [CH3:21][O:20][C:17]1[CH:18]=[CH:19][C:14]([CH2:13][C@H:12]2[C:4]3=[N:5][C:6]4[CH:11]=[CH:10][CH:9]=[CH:8][C:7]=4[N:3]3[C:23](=[O:24])[NH:22]2)=[CH:15][CH:16]=1. (2) Given the reactants [C:1]([O:4][C:5](=[O:7])[CH3:6])(=O)C.[CH2:8]([N:10](CC)[CH2:11][CH3:12])[CH3:9].C(#[N:17])C.[N+]1([O-])C(C(O)=O)=CC(C(O)=O)=CC=1.C(=O)=O.C(=O)([O-])O.[Na+], predict the reaction product. The product is: [CH3:1][O:4][C:5]([C:6]1[CH:12]=[CH:11][N:10]=[C:8]([NH2:17])[CH:9]=1)=[O:7]. (3) Given the reactants CN(C(ON1N=NC2C=CC=NC1=2)=[N+](C)C)C.F[P-](F)(F)(F)(F)F.[OH:25][N:26]1[C:30]2[CH:31]=[C:32]([C:35]([OH:37])=O)[CH:33]=[CH:34][C:29]=2[N:28]=[N:27]1.CN(C=O)C.[C:43]([O:48][CH2:49][O:50][C:51](=[O:71])[C@H:52]([OH:70])[CH2:53][C@H:54]([NH2:69])[CH2:55][C:56]1[CH:61]=[CH:60][C:59]([C:62]2[CH:67]=[CH:66][CH:65]=[C:64]([Cl:68])[CH:63]=2)=[CH:58][CH:57]=1)(=[O:47])[CH2:44][CH2:45][CH3:46].CCN(C(C)C)C(C)C, predict the reaction product. The product is: [C:43]([O:48][CH2:49][O:50][C:51](=[O:71])[C@H:52]([OH:70])[CH2:53][C@H:54]([NH:69][C:35]([C:32]1[CH:33]=[CH:34][C:29]2[N:28]=[N:27][N:26]([OH:25])[C:30]=2[CH:31]=1)=[O:37])[CH2:55][C:56]1[CH:61]=[CH:60][C:59]([C:62]2[CH:67]=[CH:66][CH:65]=[C:64]([Cl:68])[CH:63]=2)=[CH:58][CH:57]=1)(=[O:47])[CH2:44][CH2:45][CH3:46]. (4) The product is: [CH:15]1[C:16]2[C:25](=[CH:24][C:23]3[C:18]([C:17]=2[C:2]2[CH:9]=[CH:8][CH:7]=[C:4]([C:5]#[N:6])[C:3]=2[C:10]#[N:11])=[CH:19][CH:20]=[CH:21][CH:22]=3)[CH:12]=[CH:13][CH:14]=1. Given the reactants Cl[C:2]1[CH:9]=[CH:8][CH:7]=[C:4]([C:5]#[N:6])[C:3]=1[C:10]#[N:11].[CH:12]1[C:25]2[C:16](=[CH:17][C:18]3[C:23]([C:24]=2B(O)O)=[CH:22][CH:21]=[CH:20][CH:19]=3)[CH:15]=[CH:14][CH:13]=1.[F-].[Cs+], predict the reaction product. (5) Given the reactants [C:1]([C:3]1[CH:8]=[CH:7][C:6]([CH:9]([CH3:13])[C:10]([OH:12])=O)=[CH:5][C:4]=1[O:14][CH3:15])#[N:2].[N:16]1([C:21]2[C:26]([CH2:27][NH2:28])=[CH:25][CH:24]=[C:23]([C:29]([F:32])([F:31])[F:30])[N:22]=2)[CH2:20][CH2:19][CH2:18][CH2:17]1.CN(C)CCCN=C=NCC.ON1C2C=CC=CC=2N=N1.C(N(CC)CC)C, predict the reaction product. The product is: [C:1]([C:3]1[CH:8]=[CH:7][C:6]([CH:9]([CH3:13])[C:10]([NH:28][CH2:27][C:26]2[C:21]([N:16]3[CH2:20][CH2:19][CH2:18][CH2:17]3)=[N:22][C:23]([C:29]([F:32])([F:30])[F:31])=[CH:24][CH:25]=2)=[O:12])=[CH:5][C:4]=1[O:14][CH3:15])#[N:2]. (6) Given the reactants [CH3:1][O:2][C:3]([C:5]1[C:10]([O:11][CH2:12][C:13]2[CH:18]=[CH:17][CH:16]=[CH:15][CH:14]=2)=[C:9]([OH:19])[C:8]([CH2:20][C:21]2[CH:26]=[CH:25][C:24]([F:27])=[CH:23][C:22]=2[F:28])=[CH:7][N:6]=1)=[O:4].Br[CH2:30][CH:31]=[CH2:32], predict the reaction product. The product is: [CH3:1][O:2][C:3]([C:5]1[N:6]([CH2:32][CH:31]=[CH2:30])[CH:7]=[C:8]([CH2:20][C:21]2[CH:26]=[CH:25][C:24]([F:27])=[CH:23][C:22]=2[F:28])[C:9](=[O:19])[C:10]=1[O:11][CH2:12][C:13]1[CH:14]=[CH:15][CH:16]=[CH:17][CH:18]=1)=[O:4].